Dataset: Peptide-MHC class I binding affinity with 185,985 pairs from IEDB/IMGT. Task: Regression. Given a peptide amino acid sequence and an MHC pseudo amino acid sequence, predict their binding affinity value. This is MHC class I binding data. (1) The peptide sequence is KQRGGKPPTKG. The MHC is Mamu-B08 with pseudo-sequence Mamu-B08. The binding affinity (normalized) is 0. (2) The peptide sequence is VTLFFLSGR. The MHC is HLA-A31:01 with pseudo-sequence HLA-A31:01. The binding affinity (normalized) is 0.175. (3) The peptide sequence is VALWNDGTV. The MHC is HLA-A03:01 with pseudo-sequence HLA-A03:01. The binding affinity (normalized) is 0.0847. (4) The peptide sequence is LVVISVIFY. The MHC is HLA-A03:01 with pseudo-sequence HLA-A03:01. The binding affinity (normalized) is 0.0662. (5) The peptide sequence is DTAKPTSVY. The MHC is HLA-A30:01 with pseudo-sequence HLA-A30:01. The binding affinity (normalized) is 0.0847. (6) The peptide sequence is FRKKRLTIM. The MHC is HLA-C07:01 with pseudo-sequence HLA-C07:01. The binding affinity (normalized) is 0.728. (7) The peptide sequence is SLQQRLEDL. The MHC is HLA-B08:01 with pseudo-sequence HLA-B08:01. The binding affinity (normalized) is 0.532. (8) The peptide sequence is KVGNFTGLY. The MHC is Patr-A0401 with pseudo-sequence Patr-A0401. The binding affinity (normalized) is 0.360.